Regression. Given a peptide amino acid sequence and an MHC pseudo amino acid sequence, predict their binding affinity value. This is MHC class II binding data. From a dataset of Peptide-MHC class II binding affinity with 134,281 pairs from IEDB. (1) The peptide sequence is GEVEIQFRRVKCKYP. The MHC is DRB1_0802 with pseudo-sequence DRB1_0802. The binding affinity (normalized) is 0.328. (2) The peptide sequence is RTEIDKPSQHHHHHH. The MHC is DRB1_0101 with pseudo-sequence DRB1_0101. The binding affinity (normalized) is 0.214. (3) The peptide sequence is APADDKFTVFEAAFN. The MHC is DRB1_1001 with pseudo-sequence DRB1_1001. The binding affinity (normalized) is 0.513. (4) The peptide sequence is RVIAQGPTATFEAMY. The MHC is DRB5_0101 with pseudo-sequence DRB5_0101. The binding affinity (normalized) is 0.143. (5) The peptide sequence is WKKYFAATQFEPLAA. The MHC is HLA-DPA10201-DPB10501 with pseudo-sequence HLA-DPA10201-DPB10501. The binding affinity (normalized) is 0.697.